From a dataset of Catalyst prediction with 721,799 reactions and 888 catalyst types from USPTO. Predict which catalyst facilitates the given reaction. (1) Reactant: [N:1]([CH2:4][C@@H:5]1[C@H:9]2[O:10][C:11]([CH3:14])([CH3:13])[O:12][C@H:8]2[C@H:7]([N:15]2[CH:23]=[N:22][C:21]3[C:16]2=[N:17][CH:18]=[N:19][CH:20]=3)[O:6]1)=[N+]=[N-]. Product: [CH3:13][C:11]1([CH3:14])[O:12][C@H:8]2[C@H:7]([N:15]3[CH:23]=[N:22][C:21]4[C:16]3=[N:17][CH:18]=[N:19][CH:20]=4)[O:6][C@H:5]([CH2:4][NH2:1])[C@H:9]2[O:10]1. The catalyst class is: 19. (2) Reactant: Cl[C:2]1[N:11]=[C:10]([NH:12][CH2:13][C:14]2[CH:19]=[CH:18][C:17]([NH:20][C:21](=[O:29])[C:22]3[CH:27]=[CH:26][C:25]([F:28])=[CH:24][CH:23]=3)=[CH:16][CH:15]=2)[C:9]2[C:4](=[CH:5][C:6]([CH3:30])=[CH:7][CH:8]=2)[N:3]=1.Cl.[N:32]1[CH:37]=[CH:36][CH:35]=[CH:34][C:33]=1[N:38]1[CH2:43][CH2:42][NH:41][CH2:40][CH2:39]1.CCN(CC)CC. Product: [F:28][C:25]1[CH:26]=[CH:27][C:22]([C:21]([NH:20][C:17]2[CH:18]=[CH:19][C:14]([CH2:13][NH:12][C:10]3[C:9]4[C:4](=[CH:5][C:6]([CH3:30])=[CH:7][CH:8]=4)[N:3]=[C:2]([N:41]4[CH2:42][CH2:43][N:38]([C:33]5[CH:34]=[CH:35][CH:36]=[CH:37][N:32]=5)[CH2:39][CH2:40]4)[N:11]=3)=[CH:15][CH:16]=2)=[O:29])=[CH:23][CH:24]=1. The catalyst class is: 12. (3) Reactant: [CH:1]1([CH2:4][CH2:5][OH:6])[CH2:3][CH2:2]1.N1C=CC=CC=1.[C:13]1([CH3:23])[CH:18]=[CH:17][C:16]([S:19](Cl)(=[O:21])=[O:20])=[CH:15][CH:14]=1. Product: [CH3:23][C:13]1[CH:18]=[CH:17][C:16]([S:19]([O:6][CH2:5][CH2:4][CH:1]2[CH2:3][CH2:2]2)(=[O:21])=[O:20])=[CH:15][CH:14]=1. The catalyst class is: 4.